This data is from Full USPTO retrosynthesis dataset with 1.9M reactions from patents (1976-2016). The task is: Predict the reactants needed to synthesize the given product. Given the product [C:2]([NH:3][C:16]([N:18]1[CH2:23][CH2:22][CH:21]([N:24]2[C:32]3[C:31]([O:33][C:34]4[CH:39]=[CH:38][C:37]([O:40][C:41]5[CH:46]=[CH:45][CH:44]=[CH:43][CH:42]=5)=[CH:36][CH:35]=4)=[N:30][CH:29]=[N:28][C:27]=3[CH:26]=[CH:25]2)[CH2:20][CH2:19]1)=[O:15])#[N:1], predict the reactants needed to synthesize it. The reactants are: [N:1]#[C:2][NH2:3].[H-].[Na+].[N+](C1C=CC([O:15][C:16]([N:18]2[CH2:23][CH2:22][CH:21]([N:24]3[C:32]4[C:31]([O:33][C:34]5[CH:39]=[CH:38][C:37]([O:40][C:41]6[CH:46]=[CH:45][CH:44]=[CH:43][CH:42]=6)=[CH:36][CH:35]=5)=[N:30][CH:29]=[N:28][C:27]=4[CH:26]=[CH:25]3)[CH2:20][CH2:19]2)=O)=CC=1)([O-])=O.